Dataset: Peptide-MHC class I binding affinity with 185,985 pairs from IEDB/IMGT. Task: Regression. Given a peptide amino acid sequence and an MHC pseudo amino acid sequence, predict their binding affinity value. This is MHC class I binding data. (1) The peptide sequence is IRLRPGGKK. The MHC is HLA-B51:01 with pseudo-sequence HLA-B51:01. The binding affinity (normalized) is 0. (2) The peptide sequence is YHLGGIEGL. The MHC is HLA-A01:01 with pseudo-sequence HLA-A01:01. The binding affinity (normalized) is 0.0847. (3) The peptide sequence is MSDIFHALV. The MHC is HLA-A31:01 with pseudo-sequence HLA-A31:01. The binding affinity (normalized) is 0.133. (4) The peptide sequence is SHDTIGPYY. The MHC is HLA-B35:01 with pseudo-sequence HLA-B35:01. The binding affinity (normalized) is 0.217. (5) The peptide sequence is TILLSDKGK. The MHC is HLA-A68:01 with pseudo-sequence HLA-A68:01. The binding affinity (normalized) is 0.511.